This data is from Catalyst prediction with 721,799 reactions and 888 catalyst types from USPTO. The task is: Predict which catalyst facilitates the given reaction. (1) Product: [F:1][C:2]1[CH:3]=[CH:4][CH:5]=[C:6]2[C:10]=1[NH:9][C:8](=[O:11])[C:7]2([OH:12])[C:13]1[CH:18]=[CH:17][CH:16]=[CH:15][CH:14]=1. The catalyst class is: 1. Reactant: [F:1][C:2]1[CH:3]=[CH:4][CH:5]=[C:6]2[C:10]=1[NH:9][C:8](=[O:11])[C:7]2=[O:12].[C:13]1([Mg]Br)[CH:18]=[CH:17][CH:16]=[CH:15][CH:14]=1.CO.C(O)(C(F)(F)F)=O. (2) Reactant: I[C:2]1[CH:3]=[C:4]2[C:8](=[CH:9][CH:10]=1)[N:7]([CH:11]1[CH2:16][CH2:15][N:14]([C:17]([O:19][C:20]([CH3:23])([CH3:22])[CH3:21])=[O:18])[CH2:13][CH2:12]1)[CH2:6][CH2:5]2.[Li]CCCC.[F:29][C:30]1[CH:31]=[C:32]([S:36](F)(=[O:38])=[O:37])[CH:33]=[CH:34][CH:35]=1.[NH4+].[Cl-]. Product: [F:29][C:30]1[CH:31]=[C:32]([S:36]([C:2]2[CH:3]=[C:4]3[C:8](=[CH:9][CH:10]=2)[N:7]([CH:11]2[CH2:16][CH2:15][N:14]([C:17]([O:19][C:20]([CH3:23])([CH3:22])[CH3:21])=[O:18])[CH2:13][CH2:12]2)[CH2:6][CH2:5]3)(=[O:38])=[O:37])[CH:33]=[CH:34][CH:35]=1. The catalyst class is: 49. (3) Reactant: [C:1]([CH2:3]P(=O)(OCC)OCC)#[N:2].[H-].[Na+].[Cl:14][C:15]1[C:23]2[C:19](=[CH:20][N:21]([CH3:24])[N:22]=2)[C:18]([CH:25]=O)=[CH:17][CH:16]=1. Product: [Cl:14][C:15]1[C:23]2[C:19](=[CH:20][N:21]([CH3:24])[N:22]=2)[C:18](/[CH:25]=[CH:3]/[C:1]#[N:2])=[CH:17][CH:16]=1. The catalyst class is: 627. (4) Reactant: [C:1]([O:10]C)(=O)[C:2]1[C:3](=[CH:5][CH:6]=[CH:7][CH:8]=1)[SH:4].[C:12]([C:14]1[CH:19]=[N:18][CH:17]=[CH:16][N:15]=1)#[N:13].C(N(CC)CC)C. Product: [N:15]1[CH:16]=[CH:17][N:18]=[CH:19][C:14]=1[C:12]1[S:4][C:3]2[CH:5]=[CH:6][CH:7]=[CH:8][C:2]=2[C:1](=[O:10])[N:13]=1. The catalyst class is: 11.